Dataset: NCI-60 drug combinations with 297,098 pairs across 59 cell lines. Task: Regression. Given two drug SMILES strings and cell line genomic features, predict the synergy score measuring deviation from expected non-interaction effect. (1) Drug 1: C1=NC2=C(N1)C(=S)N=CN2. Drug 2: CCC1(C2=C(COC1=O)C(=O)N3CC4=CC5=C(C=CC(=C5CN(C)C)O)N=C4C3=C2)O.Cl. Cell line: K-562. Synergy scores: CSS=48.4, Synergy_ZIP=-6.43, Synergy_Bliss=-7.23, Synergy_Loewe=-10.7, Synergy_HSA=-4.40. (2) Drug 1: CC1=CC2C(CCC3(C2CCC3(C(=O)C)OC(=O)C)C)C4(C1=CC(=O)CC4)C. Drug 2: C1=CC(=CC=C1CC(C(=O)O)N)N(CCCl)CCCl.Cl. Cell line: T-47D. Synergy scores: CSS=28.6, Synergy_ZIP=11.4, Synergy_Bliss=12.4, Synergy_Loewe=11.5, Synergy_HSA=11.6. (3) Drug 1: CC12CCC(CC1=CCC3C2CCC4(C3CC=C4C5=CN=CC=C5)C)O. Drug 2: C1CCC(C(C1)N)N.C(=O)(C(=O)[O-])[O-].[Pt+4]. Cell line: NCI/ADR-RES. Synergy scores: CSS=36.1, Synergy_ZIP=0.830, Synergy_Bliss=8.98, Synergy_Loewe=-7.87, Synergy_HSA=10.8. (4) Drug 1: C1CCC(C1)C(CC#N)N2C=C(C=N2)C3=C4C=CNC4=NC=N3. Drug 2: CC(C)CN1C=NC2=C1C3=CC=CC=C3N=C2N. Cell line: A549. Synergy scores: CSS=5.82, Synergy_ZIP=-2.24, Synergy_Bliss=-5.85, Synergy_Loewe=-7.39, Synergy_HSA=-7.65. (5) Drug 1: CC1=C(C(=O)C2=C(C1=O)N3CC4C(C3(C2COC(=O)N)OC)N4)N. Drug 2: CC12CCC3C(C1CCC2OP(=O)(O)O)CCC4=C3C=CC(=C4)OC(=O)N(CCCl)CCCl.[Na+]. Cell line: SK-OV-3. Synergy scores: CSS=16.8, Synergy_ZIP=-0.552, Synergy_Bliss=4.90, Synergy_Loewe=-9.00, Synergy_HSA=3.63. (6) Drug 2: CCCCC(=O)OCC(=O)C1(CC(C2=C(C1)C(=C3C(=C2O)C(=O)C4=C(C3=O)C=CC=C4OC)O)OC5CC(C(C(O5)C)O)NC(=O)C(F)(F)F)O. Synergy scores: CSS=26.4, Synergy_ZIP=0.509, Synergy_Bliss=2.85, Synergy_Loewe=-10.8, Synergy_HSA=1.57. Drug 1: CC1=C(C=C(C=C1)NC(=O)C2=CC=C(C=C2)CN3CCN(CC3)C)NC4=NC=CC(=N4)C5=CN=CC=C5. Cell line: HS 578T. (7) Drug 2: C(CCl)NC(=O)N(CCCl)N=O. Cell line: NCI-H322M. Synergy scores: CSS=-2.73, Synergy_ZIP=1.30, Synergy_Bliss=-0.816, Synergy_Loewe=-1.22, Synergy_HSA=-2.78. Drug 1: C#CCC(CC1=CN=C2C(=N1)C(=NC(=N2)N)N)C3=CC=C(C=C3)C(=O)NC(CCC(=O)O)C(=O)O.